Regression. Given two drug SMILES strings and cell line genomic features, predict the synergy score measuring deviation from expected non-interaction effect. From a dataset of NCI-60 drug combinations with 297,098 pairs across 59 cell lines. (1) Drug 1: CCC(=C(C1=CC=CC=C1)C2=CC=C(C=C2)OCCN(C)C)C3=CC=CC=C3.C(C(=O)O)C(CC(=O)O)(C(=O)O)O. Drug 2: CCC1(CC2CC(C3=C(CCN(C2)C1)C4=CC=CC=C4N3)(C5=C(C=C6C(=C5)C78CCN9C7C(C=CC9)(C(C(C8N6C)(C(=O)OC)O)OC(=O)C)CC)OC)C(=O)OC)O.OS(=O)(=O)O. Cell line: T-47D. Synergy scores: CSS=3.09, Synergy_ZIP=0.989, Synergy_Bliss=5.52, Synergy_Loewe=0.610, Synergy_HSA=0.867. (2) Drug 1: C1=NC2=C(N1)C(=S)N=C(N2)N. Drug 2: CCCCCOC(=O)NC1=NC(=O)N(C=C1F)C2C(C(C(O2)C)O)O. Cell line: K-562. Synergy scores: CSS=42.8, Synergy_ZIP=0.632, Synergy_Bliss=-0.585, Synergy_Loewe=-22.2, Synergy_HSA=-1.11. (3) Drug 1: C1CCC(CC1)NC(=O)N(CCCl)N=O. Drug 2: C1=CC(=CC=C1CCCC(=O)O)N(CCCl)CCCl. Cell line: SR. Synergy scores: CSS=68.3, Synergy_ZIP=2.35, Synergy_Bliss=1.77, Synergy_Loewe=2.45, Synergy_HSA=5.35.